Predict the reaction yield, written as a fraction of the theoretical maximum amount of product (1.0 means a 100% yield; for example, 0.34 means a 34% yield). From a dataset of Reaction yield outcomes from USPTO patents with 853,638 reactions. The reactants are C[Al](C)C.CCCCCC.[Cl-].[NH4+:12].[C:13]([C:15]1[C:20]2[N:21]=[C:22]([C:24]([O:26]CC)=O)[O:23][C:19]=2[C:18]([F:29])=[C:17]([C:30]2[CH:35]=[CH:34][CH:33]=[CH:32][CH:31]=2)[C:16]=1[CH3:36])#[N:14].Cl. The yield is 0.808. The catalyst is O.ClCCl. The product is [C:13]([C:15]1[C:20]2[N:21]=[C:22]([C:24]([NH2:12])=[O:26])[O:23][C:19]=2[C:18]([F:29])=[C:17]([C:30]2[CH:35]=[CH:34][CH:33]=[CH:32][CH:31]=2)[C:16]=1[CH3:36])#[N:14].